Dataset: Forward reaction prediction with 1.9M reactions from USPTO patents (1976-2016). Task: Predict the product of the given reaction. (1) Given the reactants [OH:1][CH2:2][CH:3]1[CH2:8][CH2:7][CH2:6][N:5]([C:9]2[CH:10]=[CH:11][C:12](=[O:15])[NH:13][N:14]=2)[CH2:4]1.C(=O)([O-])[O-].[Cs+].[Cs+].[CH3:22][O:23][C:24](=[O:33])[C:25]1[CH:30]=[CH:29][CH:28]=[C:27]([CH2:31]Br)[CH:26]=1, predict the reaction product. The product is: [CH3:22][O:23][C:24](=[O:33])[C:25]1[CH:30]=[CH:29][CH:28]=[C:27]([CH2:31][N:13]2[C:12](=[O:15])[CH:11]=[CH:10][C:9]([N:5]3[CH2:6][CH2:7][CH2:8][CH:3]([CH2:2][OH:1])[CH2:4]3)=[N:14]2)[CH:26]=1. (2) Given the reactants [N+:1]([C:4]1[CH:9]=[CH:8][C:7]([CH2:10]O)=[CH:6][C:5]=1[O:12][CH2:13][CH2:14][CH3:15])([O-:3])=[O:2].C1(P(C2C=CC=CC=2)C2C=CC=CC=2)C=CC=CC=1.C(Br)(Br)(Br)[Br:36], predict the reaction product. The product is: [Br:36][CH2:10][C:7]1[CH:8]=[CH:9][C:4]([N+:1]([O-:3])=[O:2])=[C:5]([O:12][CH2:13][CH2:14][CH3:15])[CH:6]=1.